From a dataset of Catalyst prediction with 721,799 reactions and 888 catalyst types from USPTO. Predict which catalyst facilitates the given reaction. (1) Reactant: [NH2:1][C:2]1[CH:18]=[CH:17][C:16]([F:19])=[CH:15][C:3]=1[C:4]([NH:6][C:7]1[CH:12]=[CH:11][CH:10]=[C:9]([Br:13])[C:8]=1[CH3:14])=[O:5].Cl[C:21](Cl)([O:23]C(=O)OC(Cl)(Cl)Cl)Cl.C([O-])(O)=O.[Na+]. Product: [Br:13][C:9]1[C:8]([CH3:14])=[C:7]([N:6]2[C:4](=[O:5])[C:3]3[C:2](=[CH:18][CH:17]=[C:16]([F:19])[CH:15]=3)[NH:1][C:21]2=[O:23])[CH:12]=[CH:11][CH:10]=1. The catalyst class is: 1. (2) Reactant: [N:1]([CH2:4][CH:5]([OH:26])[CH2:6][N:7]1[C:16]2[CH:15]=[C:14]3[CH2:17][CH2:18][CH2:19][CH2:20][C:13]3=[CH:12][C:11]=2[C:10]2=[N:21][NH:22][C:23]([CH3:24])=[C:9]2[C:8]1=[O:25])=[N+]=[N-]. Product: [NH2:1][CH2:4][CH:5]([OH:26])[CH2:6][N:7]1[C:16]2[CH:15]=[C:14]3[CH2:17][CH2:18][CH2:19][CH2:20][C:13]3=[CH:12][C:11]=2[C:10]2=[N:21][NH:22][C:23]([CH3:24])=[C:9]2[C:8]1=[O:25]. The catalyst class is: 63. (3) Reactant: [CH:1]1([C:4](=[O:10])[CH2:5][C:6]([O:8][CH3:9])=[O:7])[CH2:3][CH2:2]1.[N:11]([O-])=[O:12].[Na+]. Product: [CH3:9][O:8][C:6](=[O:7])/[C:5](=[N:11]\[OH:12])/[C:4]([CH:1]1[CH2:3][CH2:2]1)=[O:10]. The catalyst class is: 313. (4) Reactant: [C:1]([O:5][C:6](=[O:25])[NH:7][C@@H:8]1[C:14](=[O:15])[N:13]([CH2:16][CH:17]=[O:18])[C:12]2[CH:19]=[C:20]([F:23])[CH:21]=[CH:22][C:11]=2[O:10][C@@H:9]1[CH3:24])([CH3:4])([CH3:3])[CH3:2].[BH4-].[Na+].C(OC(=O)C)C.CCCCCCC. Product: [C:1]([O:5][C:6](=[O:25])[NH:7][C@@H:8]1[C:14](=[O:15])[N:13]([CH2:16][CH2:17][OH:18])[C:12]2[CH:19]=[C:20]([F:23])[CH:21]=[CH:22][C:11]=2[O:10][C@@H:9]1[CH3:24])([CH3:4])([CH3:2])[CH3:3]. The catalyst class is: 7. (5) Reactant: [CH3:1][O:2][C:3]1[CH:4]=[CH:5][C:6]([Br:13])=[C:7]([CH2:9][C:10](O)=[O:11])[CH:8]=1.CN(C=O)C.S(Cl)([Cl:21])=O. Product: [CH3:1][O:2][C:3]1[CH:4]=[CH:5][C:6]([Br:13])=[C:7]([CH2:9][C:10]([Cl:21])=[O:11])[CH:8]=1. The catalyst class is: 2. (6) Reactant: [CH3:1][NH:2][C:3]1[C:8]([NH2:9])=[CH:7][C:6]([C:10]([F:13])([F:12])[F:11])=[CH:5][N:4]=1.C1N=CN([C:19](N2C=NC=C2)=[O:20])C=1.C(#N)C. Product: [CH3:1][N:2]1[C:3]2=[N:4][CH:5]=[C:6]([C:10]([F:13])([F:11])[F:12])[CH:7]=[C:8]2[NH:9][C:19]1=[O:20]. The catalyst class is: 6. (7) Reactant: FC(F)(F)S(O[C:7]1[C:8]([C:13]([O:15][CH3:16])=[O:14])=[N:9][CH:10]=[CH:11][CH:12]=1)(=O)=O.[F:19][C:20]1[CH:21]=[C:22](B(O)O)[CH:23]=[CH:24][C:25]=1[CH:26]=[O:27].C(=O)([O-])[O-].[K+].[K+]. Product: [F:19][C:20]1[CH:21]=[C:22]([C:7]2[C:8]([C:13]([O:15][CH3:16])=[O:14])=[N:9][CH:10]=[CH:11][CH:12]=2)[CH:23]=[CH:24][C:25]=1[CH:26]=[O:27]. The catalyst class is: 260. (8) Reactant: Br[C:2]1[CH:7]=[C:6]([CH3:8])[C:5]([CH2:9][OH:10])=[C:4]([F:11])[CH:3]=1.C([O-])(=O)C.[K+].ClCCl.[CH3:20][C:21]1([CH3:37])[C:25]([CH3:27])([CH3:26])[O:24][B:23]([B:23]2[O:24][C:25]([CH3:27])([CH3:26])[C:21]([CH3:37])([CH3:20])[O:22]2)[O:22]1. Product: [F:11][C:4]1[CH:3]=[C:2]([B:23]2[O:24][C:25]([CH3:27])([CH3:26])[C:21]([CH3:37])([CH3:20])[O:22]2)[CH:7]=[C:6]([CH3:8])[C:5]=1[CH2:9][OH:10]. The catalyst class is: 75. (9) Reactant: Br[C:2]1[CH:7]=[CH:6][CH:5]=[CH:4][C:3]=1[CH3:8].[C:9]1([CH3:17])[C:10]([CH:15]=[O:16])=[CH:11][CH:12]=[CH:13][CH:14]=1.[Li]CCCC. Product: [CH3:17][C:9]1[CH:14]=[CH:13][CH:12]=[CH:11][C:10]=1[CH:15]([C:2]1[CH:7]=[CH:6][CH:5]=[CH:4][C:3]=1[CH3:8])[OH:16]. The catalyst class is: 1. (10) Reactant: [Na].Cl.[CH3:3][C:4]1[CH:9]=[CH:8][C:7]([CH:10]2[CH2:14][CH2:13][CH2:12][N:11]2[C:15](=[NH:17])[NH2:16])=[CH:6][CH:5]=1.[CH3:18][O:19][CH:20]([C:25](OC)=[O:26])[C:21](OC)=[O:22]. Product: [CH3:18][O:19][C:20]1[C:21]([OH:22])=[N:17][C:15]([N:11]2[CH2:12][CH2:13][CH2:14][CH:10]2[C:7]2[CH:6]=[CH:5][C:4]([CH3:3])=[CH:9][CH:8]=2)=[N:16][C:25]=1[OH:26]. The catalyst class is: 8.